Dataset: Forward reaction prediction with 1.9M reactions from USPTO patents (1976-2016). Task: Predict the product of the given reaction. (1) Given the reactants C[O:2][C:3]1[C:12]2[N:11]=[C:10]([NH:13][C:14](=[O:21])[C:15]3[CH:20]=[CH:19][CH:18]=[N:17][CH:16]=3)[N:9]3[CH2:22][CH2:23][N:24]=[C:8]3[C:7]=2[CH:6]=[CH:5][C:4]=1[O:25][CH2:26][CH2:27][CH2:28][N:29]1[CH2:34][CH2:33][O:32][CH2:31][CH2:30]1, predict the reaction product. The product is: [OH:2][C:3]1[C:12]2[N:11]=[C:10]([NH:13][C:14](=[O:21])[C:15]3[CH:20]=[CH:19][CH:18]=[N:17][CH:16]=3)[N:9]3[CH2:22][CH2:23][N:24]=[C:8]3[C:7]=2[CH:6]=[CH:5][C:4]=1[O:25][CH2:26][CH2:27][CH2:28][N:29]1[CH2:30][CH2:31][O:32][CH2:33][CH2:34]1. (2) The product is: [OH:8][C:9]1[CH:10]=[CH:11][C:12]2[C:13]3[N:21]=[C:20]([C:22]4[CH:27]=[CH:26][CH:25]=[CH:24][CH:23]=4)[CH:19]=[C:18]([C:28]([NH2:30])=[O:29])[C:14]=3[NH:15][C:16]=2[CH:17]=1. Given the reactants C([O:8][C:9]1[CH:10]=[CH:11][C:12]2[C:13]3[N:21]=[C:20]([C:22]4[CH:27]=[CH:26][CH:25]=[CH:24][CH:23]=4)[CH:19]=[C:18]([C:28]([NH2:30])=[O:29])[C:14]=3[NH:15][C:16]=2[CH:17]=1)C1C=CC=CC=1.C([O-])=O.[NH4+], predict the reaction product.